This data is from hERG potassium channel inhibition data for cardiac toxicity prediction from Karim et al.. The task is: Regression/Classification. Given a drug SMILES string, predict its toxicity properties. Task type varies by dataset: regression for continuous values (e.g., LD50, hERG inhibition percentage) or binary classification for toxic/non-toxic outcomes (e.g., AMES mutagenicity, cardiotoxicity, hepatotoxicity). Dataset: herg_karim. (1) The compound is Fc1ccccc1C(Cc1ccccc1OC(F)F)N1CCNCC1. The result is 1 (blocker). (2) The compound is COc1ccsc1CNCC[C@@]1(c2ccccn2)CCOC2(CCCC2)C1. The result is 1 (blocker). (3) The drug is Nc1nc2cc3c(cc2s1)CCN(Cc1ccccn1)CC3. The result is 0 (non-blocker). (4) The compound is CC#CC(c1ccc(Oc2ccc(C(F)(F)F)cc2OC(F)F)cc1)C1OC(=O)NC1=O. The result is 1 (blocker). (5) The drug is COc1nccc(-c2c(-c3ccc(F)cc3)ncn2C2CCC(O)CC2)n1. The result is 0 (non-blocker). (6) The drug is C[NH+]1CCN(C2=Nc3cc(Cl)ccc3Nc3ccccc32)CC1. The result is 1 (blocker). (7) The molecule is O=P(Nc1cccnc1)(c1ccccc1)c1ccccc1. The result is 0 (non-blocker). (8) The compound is CC#CC(CC(=O)O)c1ccc(Oc2ccc(C(F)(F)F)cc2OC(F)F)cc1. The result is 0 (non-blocker).